This data is from Catalyst prediction with 721,799 reactions and 888 catalyst types from USPTO. The task is: Predict which catalyst facilitates the given reaction. Reactant: [C:1]([O:5][C:6]([NH:8][CH2:9][C:10]([OH:12])=O)=[O:7])([CH3:4])([CH3:3])[CH3:2].C1N=CN(C(N2C=NC=C2)=O)C=1.Cl.[CH3:26][NH:27][O:28][CH3:29].CCOC(C)=O. Product: [CH3:29][O:28][N:27]([CH3:26])[C:10]([CH2:9][NH:8][C:6](=[O:7])[O:5][C:1]([CH3:2])([CH3:3])[CH3:4])=[O:12]. The catalyst class is: 2.